This data is from Reaction yield outcomes from USPTO patents with 853,638 reactions. The task is: Predict the reaction yield, written as a fraction of the theoretical maximum amount of product (1.0 means a 100% yield; for example, 0.34 means a 34% yield). (1) The reactants are FC(F)(F)C(O)=O.[CH2:8]([O:15][C:16](=[O:32])[CH2:17][C@@H:18]([NH2:31])[C:19]([NH:21][C@H:22]([C:27](=[O:30])[NH:28][CH3:29])[C:23]([CH3:26])([CH3:25])[CH3:24])=[O:20])[C:9]1[CH:14]=[CH:13][CH:12]=[CH:11][CH:10]=1.C([C@H](NC(=O)[C@H](N1[CH:54]=[CH:53][C:52]([C:55]2[CH:60]=[CH:59][C:58]([C:61]3[CH:66]=[CH:65][C:64]([C:67]#[N:68])=[CH:63][CH:62]=3)=[CH:57][CH:56]=2)=[CH:51]1)CC(O)=O)CO)C1C=CC=CC=1. No catalyst specified. The product is [CH2:8]([O:15][C:16](=[O:32])[CH2:17][C@@H:18]([N:31]1[CH:54]=[CH:53][C:52]([C:55]2[CH:60]=[CH:59][C:58]([C:61]3[CH:62]=[CH:63][C:64]([C:67]#[N:68])=[CH:65][CH:66]=3)=[CH:57][CH:56]=2)=[CH:51]1)[C:19]([NH:21][C@H:22]([C:27](=[O:30])[NH:28][CH3:29])[C:23]([CH3:25])([CH3:26])[CH3:24])=[O:20])[C:9]1[CH:10]=[CH:11][CH:12]=[CH:13][CH:14]=1. The yield is 0.480. (2) The reactants are [C:1]([N:3]=[C:4]([N:12]1[CH2:17][CH2:16][CH2:15][C@H:14]([CH2:18][N:19]2[C:23]3[CH:24]=[CH:25][CH:26]=[CH:27][C:22]=3[N:21]=[C:20]2[CH2:28][N:29]([CH3:40])[C@@H:30]2[C:39]3[N:38]=[CH:37][CH:36]=[CH:35][C:34]=3[CH2:33][CH2:32][CH2:31]2)[CH2:13]1)OC1C=CC=CC=1)#[N:2].[CH2:41]([NH2:44])[CH2:42][CH3:43]. The catalyst is C(O)(C)C. The product is [C:1]([NH:3][C:4]([N:12]1[CH2:17][CH2:16][CH2:15][C@H:14]([CH2:18][N:19]2[C:23]3[CH:24]=[CH:25][CH:26]=[CH:27][C:22]=3[N:21]=[C:20]2[CH2:28][N:29]([CH3:40])[C@@H:30]2[C:39]3[N:38]=[CH:37][CH:36]=[CH:35][C:34]=3[CH2:33][CH2:32][CH2:31]2)[CH2:13]1)=[N:44][CH2:41][CH2:42][CH3:43])#[N:2]. The yield is 0.980.